This data is from Peptide-MHC class I binding affinity with 185,985 pairs from IEDB/IMGT. The task is: Regression. Given a peptide amino acid sequence and an MHC pseudo amino acid sequence, predict their binding affinity value. This is MHC class I binding data. (1) The peptide sequence is GVQPSATGR. The MHC is HLA-A03:01 with pseudo-sequence HLA-A03:01. The binding affinity (normalized) is 0.0847. (2) The peptide sequence is TMFKIVYSL. The MHC is HLA-A32:01 with pseudo-sequence HLA-A32:01. The binding affinity (normalized) is 1.00.